From a dataset of Full USPTO retrosynthesis dataset with 1.9M reactions from patents (1976-2016). Predict the reactants needed to synthesize the given product. (1) Given the product [NH2:56][CH2:57][C:58]([NH:1][CH2:2][CH2:3][O:4][C:5]1[CH:6]=[C:7]([CH:46]=[CH:47][CH:48]=1)[C:8]([NH:10][C:11]1[C:12]([CH3:45])=[C:13]([C:20]([C:22]2[CH:23]=[CH:24][C:25]([NH:38][C:39](=[O:44])[C:40]([F:41])([F:42])[F:43])=[C:26]([CH:37]=2)[C:27]([O:29][CH2:30][C:31]2[CH:36]=[CH:35][CH:34]=[CH:33][CH:32]=2)=[O:28])=[O:21])[N:14]2[C:19]=1[CH:18]=[CH:17][CH:16]=[CH:15]2)=[O:9])=[O:59], predict the reactants needed to synthesize it. The reactants are: [NH2:1][CH2:2][CH2:3][O:4][C:5]1[CH:6]=[C:7]([CH:46]=[CH:47][CH:48]=1)[C:8]([NH:10][C:11]1[C:12]([CH3:45])=[C:13]([C:20]([C:22]2[CH:23]=[CH:24][C:25]([NH:38][C:39](=[O:44])[C:40]([F:43])([F:42])[F:41])=[C:26]([CH:37]=2)[C:27]([O:29][CH2:30][C:31]2[CH:36]=[CH:35][CH:34]=[CH:33][CH:32]=2)=[O:28])=[O:21])[N:14]2[C:19]=1[CH:18]=[CH:17][CH:16]=[CH:15]2)=[O:9].C(OC([NH:56][CH2:57][C:58](O)=[O:59])=O)(C)(C)C.FC(F)(F)C(O)=O. (2) Given the product [ClH:1].[N:2]1([C@@H:11]([C:17]2[CH:22]=[CH:21][CH:20]=[CH:19][CH:18]=2)[C@H:12]([OH:16])[CH2:13][NH:14][CH3:15])[C:10]2[C:5](=[CH:6][CH:7]=[CH:8][CH:9]=2)[CH:4]=[CH:3]1, predict the reactants needed to synthesize it. The reactants are: [ClH:1].[N:2]1([CH:11]([C:17]2[CH:22]=[CH:21][CH:20]=[CH:19][CH:18]=2)[CH:12]([OH:16])[CH2:13][NH:14][CH3:15])[C:10]2[C:5](=[CH:6][CH:7]=[CH:8][CH:9]=2)[CH:4]=[CH:3]1. (3) Given the product [C:3]([NH:7][CH2:8][CH2:9][CH:10]1[CH2:14][N:13]([C:15]([O:17][C:18]([CH3:19])([CH3:21])[CH3:20])=[O:16])[C@H:12]([C:22]([OH:24])=[O:23])[CH2:11]1)(=[O:6])[CH:4]=[CH2:5], predict the reactants needed to synthesize it. The reactants are: [OH-].[Li+].[C:3]([NH:7][CH2:8][CH2:9][CH:10]1[CH2:14][N:13]([C:15]([O:17][C:18]([CH3:21])([CH3:20])[CH3:19])=[O:16])[C@H:12]([C:22]([O:24]C)=[O:23])[CH2:11]1)(=[O:6])[CH:4]=[CH2:5].C1COCC1.O. (4) Given the product [Cl:1][C:2]1[CH:8]=[C:7]([F:9])[CH:6]=[CH:5][C:3]=1[N:4]=[C:10]=[S:11], predict the reactants needed to synthesize it. The reactants are: [Cl:1][C:2]1[CH:8]=[C:7]([F:9])[CH:6]=[CH:5][C:3]=1[NH2:4].[C:10](Cl)(Cl)=[S:11].C(N(C(C)C)C(C)C)C. (5) The reactants are: [CH2:1]([O:3][C:4]([C:6]1[C:7](=[O:30])[NH:8][C:9]2[C:14]([C:15]=1[N:16]1[CH2:21][CH2:20][N:19]([C:22]([C:24]3[S:25][CH:26]=[CH:27][CH:28]=3)=[O:23])[CH2:18][CH2:17]1)=[CH:13][C:12]([F:29])=[CH:11][N:10]=2)=[O:5])[CH3:2].[CH2:31](Br)[C:32]1[CH:37]=[CH:36][CH:35]=[CH:34][CH:33]=1. Given the product [CH2:1]([O:3][C:4]([C:6]1[C:7](=[O:30])[N:8]([CH2:31][C:32]2[CH:37]=[CH:36][CH:35]=[CH:34][CH:33]=2)[C:9]2[C:14]([C:15]=1[N:16]1[CH2:21][CH2:20][N:19]([C:22]([C:24]3[S:25][CH:26]=[CH:27][CH:28]=3)=[O:23])[CH2:18][CH2:17]1)=[CH:13][C:12]([F:29])=[CH:11][N:10]=2)=[O:5])[CH3:2], predict the reactants needed to synthesize it. (6) Given the product [O:15]1[CH2:16][CH2:17][CH2:18][CH2:19][CH:14]1[O:13][CH2:12][CH2:11][S:3][C:4]1[CH:9]=[CH:8][N:7]=[CH:6][CH:5]=1, predict the reactants needed to synthesize it. The reactants are: [H-].[Na+].[SH:3][C:4]1[CH:9]=[CH:8][N:7]=[CH:6][CH:5]=1.Br[CH2:11][CH2:12][O:13][CH:14]1[CH2:19][CH2:18][CH2:17][CH2:16][O:15]1. (7) Given the product [ClH:30].[C:22]1([C@@H:23]([NH:24][C:1](=[O:20])[O:12][CH2:13][C:14]2[CH:15]=[CH:16][N:17]=[CH:18][CH:19]=2)[CH3:31])[CH:25]=[CH:26][CH:27]=[CH:28][CH:29]=1, predict the reactants needed to synthesize it. The reactants are: [C:1](=[O:20])([O:12][CH2:13][C:14]1[CH:19]=[CH:18][N:17]=[CH:16][CH:15]=1)OC1C=CC([N+]([O-])=O)=CC=1.C[C@:22]1([CH:29]=[CH:28][CH:27]=[CH:26][CH2:25]1)[CH2:23][NH2:24].[ClH:30].[CH3:31]COCC.